From a dataset of Reaction yield outcomes from USPTO patents with 853,638 reactions. Predict the reaction yield, written as a fraction of the theoretical maximum amount of product (1.0 means a 100% yield; for example, 0.34 means a 34% yield). (1) The reactants are Br[C:2]1[CH:3]=[C:4]2[CH:10]=[CH:9][N:8]([Si:11]([C:14]([CH3:17])([CH3:16])[CH3:15])([CH3:13])[CH3:12])[C:5]2=[N:6][CH:7]=1.[CH2:18]([Li])CCC.CCCCCC.CI. The catalyst is O1CCCC1. The product is [C:14]([Si:11]([CH3:13])([CH3:12])[N:8]1[C:5]2=[N:6][CH:7]=[C:2]([CH3:18])[CH:3]=[C:4]2[CH:10]=[CH:9]1)([CH3:17])([CH3:16])[CH3:15]. The yield is 1.00. (2) The reactants are [CH3:1][O:2][C:3]1[CH:4]=[C:5]([C:13]2[CH:21]=[C:20]3[C:16]([C:17]([CH:22]=[O:23])=[N:18][NH:19]3)=[CH:15][CH:14]=2)[CH:6]=[CH:7][C:8]=1[O:9][CH2:10][O:11][CH3:12].[C:24]1([CH3:36])[CH:29]=[C:28]([CH3:30])[CH:27]=[C:26]([CH3:31])[C:25]=1[S:32](Cl)(=[O:34])=[O:33].CN(C1C=CC=CN=1)C. The product is [CH3:1][O:2][C:3]1[CH:4]=[C:5]([C:13]2[CH:21]=[C:20]3[C:16]([C:17]([CH:22]=[O:23])=[N:18][N:19]3[S:32]([C:25]3[C:26]([CH3:31])=[CH:27][C:28]([CH3:30])=[CH:29][C:24]=3[CH3:36])(=[O:34])=[O:33])=[CH:15][CH:14]=2)[CH:6]=[CH:7][C:8]=1[O:9][CH2:10][O:11][CH3:12]. The yield is 0.540. The catalyst is ClCCl. (3) The reactants are Cl.[C:2]([CH2:5][O:6][NH2:7])([OH:4])=[O:3].[C:2]([CH2:5][O:6][NH2:7])([OH:4])=[O:3].C(=O)(O)[O-].[Na+].Cl[C:20]([O:22][CH2:23][C:24]1[CH:29]=[CH:28][CH:27]=[CH:26][CH:25]=1)=[O:21]. The catalyst is O.O1CCCC1.C(OCC)C. The product is [CH2:23]([O:22][C:20]([NH:7][O:6][CH2:5][C:2]([OH:4])=[O:3])=[O:21])[C:24]1[CH:29]=[CH:28][CH:27]=[CH:26][CH:25]=1. The yield is 0.740. (4) The reactants are [Cl:1][C:2]1[CH:7]=[CH:6][C:5]([CH:8]([CH2:13]O)[C:9]([O:11][CH3:12])=[O:10])=[CH:4][CH:3]=1.CS(Cl)(=O)=O. The catalyst is C(Cl)Cl. The product is [Cl:1][C:2]1[CH:3]=[CH:4][C:5]([C:8](=[CH2:13])[C:9]([O:11][CH3:12])=[O:10])=[CH:6][CH:7]=1. The yield is 0.850. (5) The reactants are Cl[C:2]1[N:7]=[C:6]([NH:8][C:9]2[CH:14]=[CH:13][C:12]3[O:15][CH2:16][CH2:17][O:18][C:11]=3[CH:10]=2)[C:5]([F:19])=[CH:4][N:3]=1.C(N(CC)C(C)C)(C)C.[CH2:29]([O:35][C:36]1[CH:42]=[CH:41][C:39]([NH2:40])=[CH:38][CH:37]=1)[CH2:30][CH2:31][CH2:32][CH2:33][CH3:34]. The catalyst is C(O)CO. The product is [CH2:17]1[CH2:16][O:15][C:12]2[CH:13]=[CH:14][C:9]([NH:8][C:6]3[C:5]([F:19])=[CH:4][N:3]=[C:2]([NH:40][C:39]4[CH:38]=[CH:37][C:36]([O:35][CH2:29][CH2:30][CH2:31][CH2:32][CH2:33][CH3:34])=[CH:42][CH:41]=4)[N:7]=3)=[CH:10][C:11]=2[O:18]1. The yield is 0.230. (6) The reactants are Cl[C:2]1[C:3]2[S:10][C:9]([C:11]3[CH:12]=[N:13][N:14]([CH2:16][CH2:17][N:18]4[CH2:23][CH2:22][O:21][CH2:20][CH2:19]4)[CH:15]=3)=[CH:8][C:4]=2[N:5]=[CH:6][N:7]=1.[N:24]1([C:30]([O:32][C:33]([CH3:36])([CH3:35])[CH3:34])=[O:31])[CH2:29][CH2:28][NH:27][CH2:26][CH2:25]1.C(N(CC)C(C)C)(C)C. The catalyst is C(#N)C. The product is [O:21]1[CH2:22][CH2:23][N:18]([CH2:17][CH2:16][N:14]2[CH:15]=[C:11]([C:9]3[S:10][C:3]4[C:2]([N:27]5[CH2:26][CH2:25][N:24]([C:30]([O:32][C:33]([CH3:36])([CH3:35])[CH3:34])=[O:31])[CH2:29][CH2:28]5)=[N:7][CH:6]=[N:5][C:4]=4[CH:8]=3)[CH:12]=[N:13]2)[CH2:19][CH2:20]1. The yield is 0.660. (7) The reactants are N[C@H](CC1C=CC(Cl)=CC=1)[C:3]([N:5]1[CH2:10][CH2:9][N:8]([C:11]2[C:16]([Br:17])=[CH:15][N:14]=[C:13]3[NH:18][CH:19]=[CH:20][C:12]=23)[CH2:7][CH2:6]1)=[O:4].[C:29]([O:33][C:34]([N:36]([CH:49]([CH3:51])[CH3:50])[CH2:37][C@H:38]([C:42]1[CH:47]=[CH:46][C:45]([Cl:48])=[CH:44][CH:43]=1)C(O)=O)=[O:35])([CH3:32])([CH3:31])[CH3:30].C1C=CC2N(O)N=NC=2C=1.O.CCN=C=NCCCN(C)C.C(N(CC)CC)C. The catalyst is C(Cl)Cl. The product is [Br:17][C:16]1[C:11]([N:8]2[CH2:7][CH2:6][N:5]([C:3](=[O:4])[C@@H:38]([C:42]3[CH:43]=[CH:44][C:45]([Cl:48])=[CH:46][CH:47]=3)[CH2:37][N:36]([CH:49]([CH3:51])[CH3:50])[C:34](=[O:35])[O:33][C:29]([CH3:31])([CH3:32])[CH3:30])[CH2:10][CH2:9]2)=[C:12]2[CH:20]=[CH:19][NH:18][C:13]2=[N:14][CH:15]=1. The yield is 0.602. (8) The reactants are C([N-]C(C)C)(C)C.[Li+].[CH3:9][O:10][C:11]([CH:13]1[CH2:18][CH2:17][O:16][CH2:15][CH2:14]1)=[O:12].[I:19][CH2:20]I.O. The catalyst is O1CCCC1. The product is [CH3:9][O:10][C:11]([C:13]1([CH2:20][I:19])[CH2:18][CH2:17][O:16][CH2:15][CH2:14]1)=[O:12]. The yield is 0.530. (9) The reactants are F[C:2]1[CH:7]=[CH:6][C:5]([S:8]([NH2:11])(=[O:10])=[O:9])=[CH:4][C:3]=1[S:12]([C:15]([F:18])([F:17])[F:16])(=[O:14])=[O:13].CC[N:21]([CH:25]([CH3:27])[CH3:26])C(C)C.[C:28]([O:31][CH2:32]C)(=[O:30])C. The catalyst is CN(C=O)C. The product is [C:5]1([S:8][CH2:27][C@H:25]([NH:21][C:2]2[CH:7]=[CH:6][C:5]([S:8](=[O:10])(=[O:9])[NH2:11])=[CH:4][C:3]=2[S:12]([C:15]([F:18])([F:17])[F:16])(=[O:14])=[O:13])[CH2:26][C:28]([O:31][CH3:32])=[O:30])[CH:6]=[CH:7][CH:2]=[CH:3][CH:4]=1. The yield is 0.560. (10) The reactants are [C:1]([O:5][C:6]([N:8]1[CH2:12][CH2:11][CH2:10][CH:9]1[C:13]1[CH:14]=[C:15]([CH:19]=[CH:20][CH:21]=1)[C:16](O)=[O:17])=[O:7])([CH3:4])([CH3:3])[CH3:2].[NH2:22][CH2:23][CH:24]([OH:36])[CH2:25][N:26]1[CH2:35][CH2:34][C:33]2[C:28](=[CH:29][CH:30]=[CH:31][CH:32]=2)[CH2:27]1.C1N(P(Cl)(N2C(=O)OCC2)=O)C(=O)OC1.CCN(C(C)C)C(C)C. The yield is 0.930. The product is [CH2:27]1[C:28]2[C:33](=[CH:32][CH:31]=[CH:30][CH:29]=2)[CH2:34][CH2:35][N:26]1[CH2:25][CH:24]([OH:36])[CH2:23][NH:22][C:16]([C:15]1[CH:14]=[C:13]([CH:9]2[CH2:10][CH2:11][CH2:12][N:8]2[C:6]([O:5][C:1]([CH3:4])([CH3:3])[CH3:2])=[O:7])[CH:21]=[CH:20][CH:19]=1)=[O:17]. The catalyst is C(Cl)Cl.O.